From a dataset of TCR-epitope binding with 47,182 pairs between 192 epitopes and 23,139 TCRs. Binary Classification. Given a T-cell receptor sequence (or CDR3 region) and an epitope sequence, predict whether binding occurs between them. (1) The epitope is SLFNTVATLY. The TCR CDR3 sequence is CASSLSDSLPSYEQYF. Result: 0 (the TCR does not bind to the epitope). (2) The epitope is YEGNSPFHPL. The TCR CDR3 sequence is CASSEGNTNYGYTF. Result: 0 (the TCR does not bind to the epitope). (3) The TCR CDR3 sequence is CASSPDAVSSYNSPLHF. The epitope is YYRRATRRIR. Result: 0 (the TCR does not bind to the epitope). (4) The epitope is YLDAYNMMI. The TCR CDR3 sequence is CAISESATGYQPQHF. Result: 0 (the TCR does not bind to the epitope). (5) The epitope is KEIDRLNEV. The TCR CDR3 sequence is CASSLGTGERNTEAFF. Result: 0 (the TCR does not bind to the epitope). (6) The epitope is RAKFKQLL. The TCR CDR3 sequence is CASSPGTSSSYNEQFF. Result: 0 (the TCR does not bind to the epitope). (7) The epitope is WICLLQFAY. Result: 0 (the TCR does not bind to the epitope). The TCR CDR3 sequence is CASSLKGDGNTEAFF. (8) The epitope is YYRRATRRIR. The TCR CDR3 sequence is CASSRQTGGAAYEQYF. Result: 1 (the TCR binds to the epitope).